This data is from Forward reaction prediction with 1.9M reactions from USPTO patents (1976-2016). The task is: Predict the product of the given reaction. The product is: [C:1]([O:4][C@H:5]1[C@H:10]([NH:11][C:12]([NH:30][CH2:29][C:28]([F:32])([F:31])[F:27])=[S:13])[C@@H:9]([O:14][C:15](=[O:17])[CH3:16])[C@H:8]([O:18][C:19](=[O:21])[CH3:20])[C@@H:7]([CH2:22][O:23][C:24](=[O:26])[CH3:25])[O:6]1)(=[O:3])[CH3:2]. Given the reactants [C:1]([O:4][C@H:5]1[C@H:10]([N:11]=[C:12]=[S:13])[C@@H:9]([O:14][C:15](=[O:17])[CH3:16])[C@H:8]([O:18][C:19](=[O:21])[CH3:20])[C@@H:7]([CH2:22][O:23][C:24](=[O:26])[CH3:25])[O:6]1)(=[O:3])[CH3:2].[F:27][C:28]([F:32])([F:31])[CH2:29][NH2:30], predict the reaction product.